The task is: Predict which catalyst facilitates the given reaction.. This data is from Catalyst prediction with 721,799 reactions and 888 catalyst types from USPTO. (1) Reactant: [O:1]=[C:2]1[C:11]2[C:6](=[CH:7][CH:8]=[CH:9][CH:10]=2)[C:5]([CH2:12][C:13]2[CH:14]=[C:15]([CH:19]=[CH:20][CH:21]=2)[C:16](O)=[O:17])=[N:4][NH:3]1.ON1C2C=CC=CC=2N=N1.[CH3:32][NH:33][C:34]([C:36]1[N:37]=[C:38]([C:45]([F:48])([F:47])[F:46])[N:39]2[CH2:44][CH2:43][NH:42][CH2:41][C:40]=12)=[O:35].Cl.C(N=C=NCCCN(C)C)C.C(N(CC)CC)C. Product: [CH3:32][NH:33][C:34]([C:36]1[N:37]=[C:38]([C:45]([F:48])([F:46])[F:47])[N:39]2[CH2:44][CH2:43][N:42]([C:16](=[O:17])[C:15]3[CH:19]=[CH:20][CH:21]=[C:13]([CH2:12][C:5]4[C:6]5[C:11](=[CH:10][CH:9]=[CH:8][CH:7]=5)[C:2](=[O:1])[NH:3][N:4]=4)[CH:14]=3)[CH2:41][C:40]=12)=[O:35]. The catalyst class is: 9. (2) Reactant: [C:1]([N:8]1[CH:12]=[CH:11]N=C1)([N:3]1[CH:7]=[CH:6]N=[CH:4]1)=[O:2].[Cl:13][C:14]1[CH:21]=[CH:20]C(CN)=[C:16]([S:22]([CH3:25])(=[O:24])=[O:23])[CH:15]=1.C(N(C(C)C)CC)(C)C.Cl.[F:36][C:37]1[CH:49]=[CH:48][C:40]([O:41][CH:42]2[CH2:47]CNCC2)=[CH:39][CH:38]=1. Product: [Cl:13][C:14]1[CH:21]=[CH:20][C:11]([CH2:12][NH:8][C:1]([N:3]2[CH2:4][CH2:47][CH:42]([O:41][C:40]3[CH:39]=[CH:38][C:37]([F:36])=[CH:49][CH:48]=3)[CH2:6][CH2:7]2)=[O:2])=[C:16]([S:22]([CH3:25])(=[O:24])=[O:23])[CH:15]=1. The catalyst class is: 98. (3) Reactant: [CH3:1][O:2][C:3](=[O:24])[CH2:4][C:5]1[CH:14]=[C:13]([O:15][CH2:16][C:17]2[CH:22]=[CH:21][CH:20]=[CH:19][CH:18]=2)[C:12]2[C:7](=[CH:8][CH:9]=[C:10]([F:23])[CH:11]=2)[CH:6]=1.[Br:25]N1C(=O)CCC1=O. Product: [CH3:1][O:2][C:3](=[O:24])[CH2:4][C:5]1[CH:14]=[C:13]([O:15][CH2:16][C:17]2[CH:22]=[CH:21][CH:20]=[CH:19][CH:18]=2)[C:12]2[C:7](=[CH:8][CH:9]=[C:10]([F:23])[CH:11]=2)[C:6]=1[Br:25]. The catalyst class is: 47. (4) Reactant: [C:1]([O:5][C:6]([NH:8][C@H:9]([C:30]([O:32][C:33]([CH3:36])([CH3:35])[CH3:34])=[O:31])[CH2:10][C@H:11]([CH2:19][C:20]1[CH:25]=[CH:24][C:23]([CH2:26][CH2:27][CH2:28][OH:29])=[CH:22][N:21]=1)[C:12]([O:14][C:15]([CH3:18])([CH3:17])[CH3:16])=[O:13])=[O:7])([CH3:4])([CH3:3])[CH3:2].[C:37]1([CH3:57])[CH:42]=[CH:41][C:40]([S:43](O[S:43]([C:40]2[CH:41]=[CH:42][C:37]([CH3:57])=[CH:38][CH:39]=2)(=[O:45])=[O:44])(=[O:45])=[O:44])=[CH:39][CH:38]=1.C(N(CC)CC)C.O. Product: [C:1]([O:5][C:6]([NH:8][C@H:9]([C:30]([O:32][C:33]([CH3:36])([CH3:35])[CH3:34])=[O:31])[CH2:10][C@H:11]([CH2:19][C:20]1[CH:25]=[CH:24][C:23]([CH2:26][CH2:27][CH2:28][O:29][S:43]([C:40]2[CH:41]=[CH:42][C:37]([CH3:57])=[CH:38][CH:39]=2)(=[O:45])=[O:44])=[CH:22][N:21]=1)[C:12]([O:14][C:15]([CH3:16])([CH3:18])[CH3:17])=[O:13])=[O:7])([CH3:2])([CH3:3])[CH3:4]. The catalyst class is: 112. (5) Reactant: [Cl:1][C:2]1[CH:7]=[C:6]2[NH:8][C:9](=[O:38])[C:10]3([CH:15]([C:16]4[CH:21]=[C:20]([Cl:22])[CH:19]=[CH:18][C:17]=4[O:23][C:24]([CH3:28])([CH3:27])[CH2:25][OH:26])[CH2:14][C:13](=[O:29])[NH:12][CH:11]3[C:30]3[CH:35]=[C:34]([F:36])[CH:33]=[CH:32][C:31]=3[CH3:37])[C:5]2=[CH:4][CH:3]=1.CCN=C=NCCCN(C)C.Cl.C1C=CC2N(O)N=NC=2C=1.CCN(C(C)C)C(C)C.[N:70]1([CH2:76][CH2:77][NH2:78])[CH2:75][CH2:74][CH2:73][CH2:72][CH2:71]1. Product: [Cl:1][C:2]1[CH:7]=[C:6]2[NH:8][C:9](=[O:38])[C:10]3([CH:15]([C:16]4[CH:21]=[C:20]([Cl:22])[CH:19]=[CH:18][C:17]=4[O:23][C:24]([CH3:28])([C:25](=[O:26])[NH:78][CH2:77][CH2:76][N:70]4[CH2:75][CH2:74][CH2:73][CH2:72][CH2:71]4)[CH3:27])[CH2:14][C:13](=[O:29])[NH:12][CH:11]3[C:30]3[CH:35]=[C:34]([F:36])[CH:33]=[CH:32][C:31]=3[CH3:37])[C:5]2=[CH:4][CH:3]=1. The catalyst class is: 1.